Dataset: Full USPTO retrosynthesis dataset with 1.9M reactions from patents (1976-2016). Task: Predict the reactants needed to synthesize the given product. (1) Given the product [Cl:1][C:2]1[C:3]2[CH:24]=[C:25]([F:27])[CH:22]=[CH:21][C:4]=2[S:5][C:6]=1[C:7]([NH:9][C@H:10]([CH2:14][C:15]1[CH:20]=[CH:19][CH:18]=[CH:17][CH:16]=1)[C:11]([OH:13])=[O:12])=[O:8], predict the reactants needed to synthesize it. The reactants are: [Cl:1][C:2]1[C:3]2[CH:24]=C[C:22]([C:25](F)([F:27])F)=[CH:21][C:4]=2[S:5][C:6]=1[C:7]([NH:9][C@H:10]([CH2:14][C:15]1[CH:20]=[CH:19][CH:18]=[CH:17][CH:16]=1)[C:11]([OH:13])=[O:12])=[O:8].ClC1C2C=C(F)C=CC=2SC=1C(Cl)=O. (2) Given the product [OH:11][CH:10]1[N:5]([CH2:1][CH:2]([CH3:3])[CH3:4])[C:6](=[O:14])[CH2:7][C:8]([CH3:13])([CH3:12])[CH2:9]1, predict the reactants needed to synthesize it. The reactants are: [CH2:1]([N:5]1[C:10](=[O:11])[CH2:9][C:8]([CH3:13])([CH3:12])[CH2:7][C:6]1=[O:14])[CH:2]([CH3:4])[CH3:3].[H-].[Al+3].[Li+].[H-].[H-].[H-].O.O.O.O.O.O.O.O.O.O.S([O-])([O-])(=O)=O.[Na+].[Na+].